This data is from Full USPTO retrosynthesis dataset with 1.9M reactions from patents (1976-2016). The task is: Predict the reactants needed to synthesize the given product. (1) Given the product [Br:27][C:28]1[CH:29]=[C:30]([CH:34]2[CH2:43][CH:42]([OH:44])[C:41]3[C:36](=[CH:37][CH:38]=[C:39]([O:45][C:7]4[CH:6]=[CH:5][C:4]([N+:1]([O-:3])=[O:2])=[CH:9][N:8]=4)[CH:40]=3)[O:35]2)[CH:31]=[CH:32][CH:33]=1, predict the reactants needed to synthesize it. The reactants are: [N+:1]([C:4]1[CH:5]=[CH:6][C:7](OC2C=C3C(=CC=2)OC(C2C=CC=CC=2)CC3)=[N:8][CH:9]=1)([O-:3])=[O:2].[Br:27][C:28]1[CH:29]=[C:30]([CH:34]2[CH2:43][CH:42]([OH:44])[C:41]3[C:36](=[CH:37][CH:38]=[C:39]([OH:45])[CH:40]=3)[O:35]2)[CH:31]=[CH:32][CH:33]=1. (2) Given the product [O:19]1[CH2:24][CH2:23][O:22][C:21]2[CH:25]=[C:26]([C:29]3[NH:18][C:17]4[N:16]([N:15]=[CH:14][C:13]=4[C:10]4[CH:11]=[N:12][C:7]([N:4]5[CH2:3][CH2:2][O:1][CH2:6][CH2:5]5)=[CH:8][CH:9]=4)[C:31](=[O:32])[CH:30]=3)[CH:27]=[CH:28][C:20]1=2, predict the reactants needed to synthesize it. The reactants are: [O:1]1[CH2:6][CH2:5][N:4]([C:7]2[N:12]=[CH:11][C:10]([C:13]3[CH:14]=[N:15][NH:16][C:17]=3[NH2:18])=[CH:9][CH:8]=2)[CH2:3][CH2:2]1.[O:19]1[CH2:24][CH2:23][O:22][C:21]2[CH:25]=[C:26]([C:29](=O)[CH2:30][C:31](OCC)=[O:32])[CH:27]=[CH:28][C:20]1=2.